This data is from Forward reaction prediction with 1.9M reactions from USPTO patents (1976-2016). The task is: Predict the product of the given reaction. (1) Given the reactants CN(C(ON1N=NC2C=CC=NC1=2)=[N+](C)C)C.F[P-](F)(F)(F)(F)F.[CH3:25][O:26][C:27]1[CH:32]=[CH:31][C:30]([N:33]2[CH2:38][CH2:37][NH:36][CH2:35][CH2:34]2)=[CH:29][CH:28]=1.[Cl:39][C:40]1[C:41]([C:50]([F:53])([F:52])[F:51])=[N:42][N:43]([CH2:46][C:47](O)=[O:48])[C:44]=1[CH3:45], predict the reaction product. The product is: [Cl:39][C:40]1[C:41]([C:50]([F:52])([F:51])[F:53])=[N:42][N:43]([CH2:46][C:47]([N:36]2[CH2:37][CH2:38][N:33]([C:30]3[CH:29]=[CH:28][C:27]([O:26][CH3:25])=[CH:32][CH:31]=3)[CH2:34][CH2:35]2)=[O:48])[C:44]=1[CH3:45]. (2) Given the reactants [S:1]1[CH:5]=[CH:4][CH:3]=[C:2]1[C:6]1[N:11]=[C:10](Cl)[C:9]([CH2:13][CH3:14])=[C:8]([CH3:15])[N:7]=1.[NH2:16][CH2:17][CH2:18][C:19]1[CH:27]=[CH:26][C:22]([C:23]([OH:25])=[O:24])=[CH:21][CH:20]=1.N12CCCN=C1CCCCC2.Cl, predict the reaction product. The product is: [CH2:13]([C:9]1[C:10]([NH:16][CH2:17][CH2:18][C:19]2[CH:27]=[CH:26][C:22]([C:23]([OH:25])=[O:24])=[CH:21][CH:20]=2)=[N:11][C:6]([C:2]2[S:1][CH:5]=[CH:4][CH:3]=2)=[N:7][C:8]=1[CH3:15])[CH3:14]. (3) The product is: [C:16]([O:20][C:21]([N:23]1[C:31]2[C:26](=[N:27][CH:28]=[CH:29][C:30]=2[S:46][CH3:45])[C:25]([C:32]2[CH:37]=[CH:36][C:35]([F:38])=[CH:34][CH:33]=2)=[C:24]1[C:39]1[CH:44]=[CH:43][N:42]=[CH:41][CH:40]=1)=[O:22])([CH3:19])([CH3:17])[CH3:18]. Given the reactants CC1(C)CCCC(C)(C)N1.C([Li])CCC.[C:16]([O:20][C:21]([N:23]1[C:31]2[C:26](=[N:27][CH:28]=[CH:29][CH:30]=2)[C:25]([C:32]2[CH:37]=[CH:36][C:35]([F:38])=[CH:34][CH:33]=2)=[C:24]1[C:39]1[CH:44]=[CH:43][N:42]=[CH:41][CH:40]=1)=[O:22])([CH3:19])([CH3:18])[CH3:17].[CH3:45][S:46]SC, predict the reaction product. (4) The product is: [Br:1][C:2]1[CH:3]=[CH:4][C:5]([C:8]([F:13])([F:12])[C:9]([NH:20][CH2:21][C:22]2[CH:23]=[C:24]3[C:28](=[CH:29][CH:30]=2)[C:27](=[O:31])[N:26]([CH:32]2[CH2:37][CH2:36][C:35](=[O:38])[NH:34][C:33]2=[O:39])[CH2:25]3)=[O:11])=[N:6][CH:7]=1. Given the reactants [Br:1][C:2]1[CH:3]=[CH:4][C:5]([C:8]([F:13])([F:12])[C:9]([OH:11])=O)=[N:6][CH:7]=1.P(Cl)(Cl)(Cl)=O.Cl.[NH2:20][CH2:21][C:22]1[CH:23]=[C:24]2[C:28](=[CH:29][CH:30]=1)[C:27](=[O:31])[N:26]([CH:32]1[CH2:37][CH2:36][C:35](=[O:38])[NH:34][C:33]1=[O:39])[CH2:25]2.C(=O)(O)[O-].[Na+], predict the reaction product. (5) Given the reactants [CH2:1]([O:8][C:9]1[CH:14]=[CH:13][C:12]([C:15]2[C:16]([N:34]3[CH2:39][CH2:38][C:37]([CH3:41])([CH3:40])[CH2:36][CH2:35]3)=[C:17]([C@H:23]([O:29][C:30]([CH3:33])([CH3:32])[CH3:31])[C:24]([O:26]CC)=[O:25])[C:18]([CH3:22])=[N:19][C:20]=2[CH3:21])=[CH:11][C:10]=1[F:42])[C:2]1[CH:7]=[CH:6][CH:5]=[CH:4][CH:3]=1.[Li+].[OH-], predict the reaction product. The product is: [CH2:1]([O:8][C:9]1[CH:14]=[CH:13][C:12]([C:15]2[C:16]([N:34]3[CH2:35][CH2:36][C:37]([CH3:41])([CH3:40])[CH2:38][CH2:39]3)=[C:17]([C@H:23]([O:29][C:30]([CH3:33])([CH3:32])[CH3:31])[C:24]([OH:26])=[O:25])[C:18]([CH3:22])=[N:19][C:20]=2[CH3:21])=[CH:11][C:10]=1[F:42])[C:2]1[CH:7]=[CH:6][CH:5]=[CH:4][CH:3]=1. (6) The product is: [CH3:13][O:14][C:15]1[CH:20]=[CH:19][C:18]([C:21]2[N:22]=[C:23]([CH:33]3[CH2:38][CH2:37][N:36]([C:5](=[O:11])[N:49]([OH:50])[CH3:48])[CH2:35][CH2:34]3)[O:24][C:25]=2[C:26]2[CH:31]=[CH:30][C:29]([CH3:32])=[CH:28][CH:27]=2)=[CH:17][CH:16]=1. Given the reactants ClC(Cl)(O[C:5](=[O:11])OC(Cl)(Cl)Cl)Cl.[CH3:13][O:14][C:15]1[CH:20]=[CH:19][C:18]([C:21]2[N:22]=[C:23]([CH:33]3[CH2:38][CH2:37][NH:36][CH2:35][CH2:34]3)[O:24][C:25]=2[C:26]2[CH:31]=[CH:30][C:29]([CH3:32])=[CH:28][CH:27]=2)=[CH:17][CH:16]=1.C(N(CC)CC)C.Cl.Cl.[CH3:48][NH:49][OH:50], predict the reaction product. (7) The product is: [CH2:1]([O:3][C:4](=[O:19])/[C:5](/[NH2:24])=[CH:6]/[C:7](=[O:17])/[CH:8]=[CH:9]/[C:10]1[CH:15]=[CH:14][C:13]([Cl:16])=[CH:12][CH:11]=1)[CH3:2]. Given the reactants [CH2:1]([O:3][C:4](=[O:19])[C:5](=O)[CH2:6][C:7](=[O:17])/[CH:8]=[CH:9]/[C:10]1[CH:15]=[CH:14][C:13]([Cl:16])=[CH:12][CH:11]=1)[CH3:2].C([O-])(=O)C.[NH4+:24], predict the reaction product. (8) Given the reactants [CH3:1][C:2]1[CH:7]=[C:6]([CH3:8])[CH:5]=[C:4]([CH3:9])[C:3]=1[NH:10][CH:11]=O.O=P(Cl)(Cl)Cl.C(N(CC)CC)C, predict the reaction product. The product is: [CH3:1][C:2]1[CH:7]=[C:6]([CH3:8])[CH:5]=[C:4]([CH3:9])[C:3]=1[N+:10]#[C-:11].